From a dataset of CYP3A4 inhibition data for predicting drug metabolism from PubChem BioAssay. Regression/Classification. Given a drug SMILES string, predict its absorption, distribution, metabolism, or excretion properties. Task type varies by dataset: regression for continuous measurements (e.g., permeability, clearance, half-life) or binary classification for categorical outcomes (e.g., BBB penetration, CYP inhibition). Dataset: cyp3a4_veith. The compound is CCCCC1CC(/C(C)=N/NC(N)=O)OC1=O. The result is 0 (non-inhibitor).